This data is from NCI-60 drug combinations with 297,098 pairs across 59 cell lines. The task is: Regression. Given two drug SMILES strings and cell line genomic features, predict the synergy score measuring deviation from expected non-interaction effect. (1) Drug 1: C1=NC2=C(N1)C(=S)N=C(N2)N. Drug 2: C1=NC2=C(N=C(N=C2N1C3C(C(C(O3)CO)O)F)Cl)N. Cell line: UO-31. Synergy scores: CSS=33.9, Synergy_ZIP=-8.68, Synergy_Bliss=-7.79, Synergy_Loewe=-6.33, Synergy_HSA=-3.13. (2) Drug 1: CC1CCC2CC(C(=CC=CC=CC(CC(C(=O)C(C(C(=CC(C(=O)CC(OC(=O)C3CCCCN3C(=O)C(=O)C1(O2)O)C(C)CC4CCC(C(C4)OC)O)C)C)O)OC)C)C)C)OC. Drug 2: C(CC(=O)O)C(=O)CN.Cl. Cell line: MDA-MB-231. Synergy scores: CSS=16.8, Synergy_ZIP=-3.53, Synergy_Bliss=4.30, Synergy_Loewe=4.52, Synergy_HSA=4.57. (3) Drug 1: CN(CC1=CN=C2C(=N1)C(=NC(=N2)N)N)C3=CC=C(C=C3)C(=O)NC(CCC(=O)O)C(=O)O. Drug 2: CC1=C(C=C(C=C1)NC(=O)C2=CC=C(C=C2)CN3CCN(CC3)C)NC4=NC=CC(=N4)C5=CN=CC=C5. Cell line: SK-MEL-28. Synergy scores: CSS=-2.62, Synergy_ZIP=-5.43, Synergy_Bliss=-8.71, Synergy_Loewe=-11.4, Synergy_HSA=-9.15. (4) Drug 1: C1CN1C2=NC(=NC(=N2)N3CC3)N4CC4. Drug 2: CC1OCC2C(O1)C(C(C(O2)OC3C4COC(=O)C4C(C5=CC6=C(C=C35)OCO6)C7=CC(=C(C(=C7)OC)O)OC)O)O. Cell line: SF-268. Synergy scores: CSS=42.8, Synergy_ZIP=-0.110, Synergy_Bliss=3.01, Synergy_Loewe=0.297, Synergy_HSA=6.43. (5) Synergy scores: CSS=27.1, Synergy_ZIP=-1.57, Synergy_Bliss=4.43, Synergy_Loewe=-9.77, Synergy_HSA=4.57. Cell line: SNB-19. Drug 2: CC1=CC=C(C=C1)C2=CC(=NN2C3=CC=C(C=C3)S(=O)(=O)N)C(F)(F)F. Drug 1: CC1C(C(CC(O1)OC2CC(CC3=C2C(=C4C(=C3O)C(=O)C5=C(C4=O)C(=CC=C5)OC)O)(C(=O)C)O)N)O.Cl. (6) Drug 1: C1=CC(=CC=C1CC(C(=O)O)N)N(CCCl)CCCl.Cl. Drug 2: CC(C)NC(=O)C1=CC=C(C=C1)CNNC.Cl. Cell line: OVCAR-5. Synergy scores: CSS=4.05, Synergy_ZIP=1.13, Synergy_Bliss=3.87, Synergy_Loewe=-0.330, Synergy_HSA=0.0137.